Dataset: Full USPTO retrosynthesis dataset with 1.9M reactions from patents (1976-2016). Task: Predict the reactants needed to synthesize the given product. (1) Given the product [F:27][C:23](=[C:24]([F:26])[F:25])[CH2:22][CH2:21][C:9]([CH2:8][C:7]1[CH:6]=[CH:5][C:4]([S:3][C:2]([F:16])([F:1])[F:17])=[CH:15][CH:14]=1)([C:12]#[N:13])[C:10]#[N:11], predict the reactants needed to synthesize it. The reactants are: [F:1][C:2]([F:17])([F:16])[S:3][C:4]1[CH:15]=[CH:14][C:7]([CH2:8][CH:9]([C:12]#[N:13])[C:10]#[N:11])=[CH:6][CH:5]=1.[H-].[Na+].Br[CH2:21][CH2:22][C:23]([F:27])=[C:24]([F:26])[F:25]. (2) Given the product [CH:2](/[C:1]1[O:10][CH:19]=[C:20]([C:21]([O:23][CH2:26][CH3:27])=[O:22])[N:11]=1)=[CH:3]\[C:4]1[CH:5]=[CH:6][CH:7]=[CH:8][CH:9]=1, predict the reactants needed to synthesize it. The reactants are: [C:1]([NH2:11])(=[O:10])[CH:2]=[CH:3][C:4]1[CH:9]=[CH:8][CH:7]=[CH:6][CH:5]=1.C([O-])(O)=O.[Na+].C([CH:19](Br)[C:20](=O)[C:21]([O-:23])=[O:22])C.[CH2:26]1COC[CH2:27]1. (3) Given the product [Cl:1][C:2]1[CH:7]=[CH:6][CH:5]=[C:4]([F:8])[C:3]=1[C:9]1[C:13]([C:14]([O:16][CH3:17])=[O:15])=[C:12]([C:18]2[CH:19]=[N:34][N:33]([C:28]3[CH:29]=[CH:30][CH:31]=[CH:32][C:27]=3[F:26])[CH:23]=2)[O:11][N:10]=1, predict the reactants needed to synthesize it. The reactants are: [Cl:1][C:2]1[CH:7]=[CH:6][CH:5]=[C:4]([F:8])[C:3]=1[C:9]1[C:13]([C:14]([O:16][CH3:17])=[O:15])=[C:12]([C:18]([CH:23]=O)=[CH:19]N(C)C)[O:11][N:10]=1.Cl.[F:26][C:27]1[CH:32]=[CH:31][CH:30]=[CH:29][C:28]=1[NH:33][NH2:34]. (4) Given the product [CH2:42]([C:25]1[C:26]([O:31][C:32]2[CH:37]=[CH:36][C:35]([F:38])=[CH:34][C:33]=2[C:39](=[O:41])[CH3:40])=[N:27][C:28]2[C:23]([CH:24]=1)=[CH:22][C:21]([N:18]1[CH:8]=[C:7]([C:1]3[CH:6]=[CH:5][CH:4]=[CH:3][CH:2]=3)[N:20]=[N:19]1)=[CH:30][CH:29]=2)[C:43]1[CH:44]=[CH:45][CH:46]=[CH:47][CH:48]=1, predict the reactants needed to synthesize it. The reactants are: [C:1]1([C:7]#[CH:8])[CH:6]=[CH:5][CH:4]=[CH:3][CH:2]=1.C(N(C(C)C)CC)(C)C.[N:18]([C:21]1[CH:22]=[C:23]2[C:28](=[CH:29][CH:30]=1)[N:27]=[C:26]([O:31][C:32]1[CH:37]=[CH:36][C:35]([F:38])=[CH:34][C:33]=1[C:39](=[O:41])[CH3:40])[C:25]([CH2:42][C:43]1[CH:48]=[CH:47][CH:46]=[CH:45][CH:44]=1)=[CH:24]2)=[N+:19]=[N-:20]. (5) Given the product [NH2:9][C:10]1[N:15]=[C:14]([C:16]2[CH:21]=[CH:20][CH:19]=[CH:18][C:17]=2[OH:22])[CH:13]=[C:12]([CH:23]2[CH2:28][CH2:27][CH2:26][N:25]([CH3:1])[CH2:24]2)[N:11]=1, predict the reactants needed to synthesize it. The reactants are: [C:1](=O)([O-])[O-].[K+].[K+].CI.[NH2:9][C:10]1[N:15]=[C:14]([C:16]2[CH:21]=[CH:20][CH:19]=[CH:18][C:17]=2[OH:22])[CH:13]=[C:12]([CH:23]2[CH2:28][CH2:27][CH2:26][NH:25][CH2:24]2)[N:11]=1. (6) Given the product [C:9]1([CH:4]([C:3]#[N:7])[C:5]#[N:6])[CH:14]=[CH:13][CH:12]=[CH:11][CH:10]=1, predict the reactants needed to synthesize it. The reactants are: [H-].[Na+].[C:3](#[N:7])[CH2:4][C:5]#[N:6].I[C:9]1[CH:14]=[CH:13][CH:12]=[CH:11][CH:10]=1.Cl.